From a dataset of Forward reaction prediction with 1.9M reactions from USPTO patents (1976-2016). Predict the product of the given reaction. (1) The product is: [C:27]([O:26][C:24]([NH:23][CH2:22][CH2:21][S:1][CH2:2][C:3]([O:5][CH2:6][CH3:7])=[O:4])=[O:25])([CH3:30])([CH3:29])[CH3:28]. Given the reactants [SH:1][CH2:2][C:3]([O:5][CH2:6][CH3:7])=[O:4].[H-].[Na+].CC1C=CC(S(O[CH2:21][CH2:22][NH:23][C:24]([O:26][C:27]([CH3:30])([CH3:29])[CH3:28])=[O:25])(=O)=O)=CC=1, predict the reaction product. (2) The product is: [Cl:1][C:2]1[CH:7]=[C:6]([CH:5]=[C:4]([Cl:11])[C:3]=1[O:12][CH2:13][C:14]([F:15])([F:16])[F:17])[NH2:8]. Given the reactants [Cl:1][C:2]1[CH:7]=[C:6]([N+:8]([O-])=O)[CH:5]=[C:4]([Cl:11])[C:3]=1[O:12][CH2:13][C:14]([F:17])([F:16])[F:15].Cl[Sn]Cl.[OH-].[Na+].CC(=O)OCC, predict the reaction product. (3) The product is: [OH:2][C:3]1[CH:4]=[C:5]([NH:11][C:12]2[N:17]=[C:16]([NH:18][C:19]3[CH:24]=[CH:23][CH:22]=[C:21]([OH:28])[CH:20]=3)[C:15]([C:29]3[CH:30]=[CH:31][CH:32]=[CH:33][CH:34]=3)=[CH:14][N:13]=2)[CH:6]=[CH:7][CH:8]=1. Given the reactants C1CO[C:8]2[CH:7]=[CH:6][C:5]([NH:11][C:12]3[N:17]=[C:16]([NH:18][C:19]4[CH:24]=[CH:23][C:22]5OCC[O:28][C:21]=5[CH:20]=4)[C:15]([C:29]4[CH:34]=[CH:33][CH:32]=[CH:31][CH:30]=4)=[CH:14][N:13]=3)=[CH:4][C:3]=2[O:2]1.OC1C=C(NC2N=C(NC3C=CC=C(O)C=3)C(Br)=CN=2)C=CC=1.C1(B(O)O)C=CC=CC=1, predict the reaction product.